Dataset: CYP2D6 inhibition data for predicting drug metabolism from PubChem BioAssay. Task: Regression/Classification. Given a drug SMILES string, predict its absorption, distribution, metabolism, or excretion properties. Task type varies by dataset: regression for continuous measurements (e.g., permeability, clearance, half-life) or binary classification for categorical outcomes (e.g., BBB penetration, CYP inhibition). Dataset: cyp2d6_veith. (1) The molecule is C[N+]1(CCN=C=NC2CCCCC2)CCOCC1.Cc1ccc(S(=O)(=O)O)cc1. The result is 0 (non-inhibitor). (2) The result is 0 (non-inhibitor). The molecule is Cc1c(NC(=S)/C=C2\N(C)c3ccccc3C2(C)C)c(=O)n(-c2ccccc2)n1C. (3) The drug is O=c1c(-c2ccc(F)cc2)nc2cncnc2n1C1CC1. The result is 0 (non-inhibitor). (4) The drug is CC1=CC(=O)N(c2cccc(C(F)(F)F)c2)C1c1ccc(Cl)cc1. The result is 1 (inhibitor). (5) The compound is CCOc1ccc(NC(=O)CSc2nc(C)c3c(c2C#N)CCCC3)cc1. The result is 0 (non-inhibitor). (6) The molecule is CN(C)/N=N\c1nc[nH]c1C(N)=O. The result is 0 (non-inhibitor). (7) The result is 0 (non-inhibitor). The compound is COc1ccc(OCCNS(=O)(=O)c2ccc3oc4ccccc4c3c2)cc1.